Task: Predict the product of the given reaction.. Dataset: Forward reaction prediction with 1.9M reactions from USPTO patents (1976-2016) (1) The product is: [Br:1][C:2]1[CH:7]=[CH:6][N:5]=[C:4]([CH:8]2[C:9]([C:12]3[CH:17]=[CH:16][C:15]([O:18][CH3:19])=[CH:14][CH:13]=3)=[N:10]2)[CH:3]=1. Given the reactants [Br:1][C:2]1[CH:7]=[CH:6][N:5]=[C:4]([CH2:8]/[C:9](/[C:12]2[CH:17]=[CH:16][C:15]([O:18][CH3:19])=[CH:14][CH:13]=2)=[N:10]/O)[CH:3]=1.C(N(CC)CC)C.FC(F)(F)C(OC(=O)C(F)(F)F)=O.[Cl-].[NH4+], predict the reaction product. (2) Given the reactants CO[C:3]([C:5]1[C:6]([OH:35])=[C:7]2[C:12](=[C:13]([C:15]3[CH:16]=[N:17][CH:18]=[CH:19][CH:20]=3)[N:14]=1)[N:11]([CH2:21][C:22]1[CH:27]=[CH:26][CH:25]=[CH:24][CH:23]=1)[C:10](=[O:28])[C:9]([C:29]1[CH:34]=[CH:33][CH:32]=[CH:31][CH:30]=1)=[CH:8]2)=[O:4].[NH2:36][CH2:37][CH2:38][C:39]([OH:41])=[O:40].C[O-].[Na+], predict the reaction product. The product is: [CH2:21]([N:11]1[C:12]2[C:7](=[C:6]([OH:35])[C:5]([C:3]([NH:36][CH2:37][CH2:38][C:39]([OH:41])=[O:40])=[O:4])=[N:14][C:13]=2[C:15]2[CH:16]=[N:17][CH:18]=[CH:19][CH:20]=2)[CH:8]=[C:9]([C:29]2[CH:30]=[CH:31][CH:32]=[CH:33][CH:34]=2)[C:10]1=[O:28])[C:22]1[CH:27]=[CH:26][CH:25]=[CH:24][CH:23]=1. (3) Given the reactants [Cl:1][C:2]1[CH:35]=[CH:34][C:5]([CH2:6][NH:7][C:8]([C:10]2[S:11](=[O:33])(=[O:32])[N:12]([CH3:31])[C:13]3[CH:20]=[CH:19][C:18]([C:21]#[C:22][CH2:23][O:24]C4CCCCO4)=[CH:17][C:14]=3[C:15]=2[OH:16])=[O:9])=[CH:4][CH:3]=1.CC1C=CC(S(O)(=O)=O)=CC=1.O, predict the reaction product. The product is: [Cl:1][C:2]1[CH:3]=[CH:4][C:5]([CH2:6][NH:7][C:8]([C:10]2[S:11](=[O:33])(=[O:32])[N:12]([CH3:31])[C:13]3[CH:20]=[CH:19][C:18]([C:21]#[C:22][CH2:23][OH:24])=[CH:17][C:14]=3[C:15]=2[OH:16])=[O:9])=[CH:34][CH:35]=1. (4) Given the reactants [Cl:1][C:2]1[C:7](I)=[CH:6][C:5]([NH:9][CH:10]([CH3:30])[C:11]([N:13]2[CH2:18][CH2:17][N:16]([CH:19]3[CH2:22][N:21]([C:23]([O:25][C:26]([CH3:29])([CH3:28])[CH3:27])=[O:24])[CH2:20]3)[CH2:15][CH2:14]2)=[O:12])=[C:4]([O:31][CH3:32])[CH:3]=1.[Br-].[CH:34]1([Zn+])[CH2:37][CH2:36][CH2:35]1.COC1C=CC=C(OC)C=1C1C=CC=CC=1P(C1CCCCC1)C1CCCCC1, predict the reaction product. The product is: [Cl:1][C:2]1[C:7]([CH:34]2[CH2:37][CH2:36][CH2:35]2)=[CH:6][C:5]([NH:9][CH:10]([CH3:30])[C:11]([N:13]2[CH2:18][CH2:17][N:16]([CH:19]3[CH2:22][N:21]([C:23]([O:25][C:26]([CH3:29])([CH3:28])[CH3:27])=[O:24])[CH2:20]3)[CH2:15][CH2:14]2)=[O:12])=[C:4]([O:31][CH3:32])[CH:3]=1.